This data is from Antibody developability classification from SAbDab with 2,409 antibodies. The task is: Regression/Classification. Given an antibody's heavy chain and light chain sequences, predict its developability. TAP uses regression for 5 developability metrics; SAbDab uses binary classification. (1) The antibody is ['QVQLVQSGAEVKKPGSSVKVSCKASGGTFSSYAISWVRQAPGQGLEWMGGIIPIFGTANYAQKFQGRVTITADESTSTAYMELSSLRSEDTAVYYCARYDGIYGELDFWGQGTLVTVSS', 'DIQMTQSPSSLSASVGDRVTITCRASQSISSYLNWYQQKPGKAPKLLIYAASSLQSGVPSRFSGSGSGTDFTLTISSLQPEDFATYYCQQSYSTPLTFGQGTKVEIK']. Result: 0 (not developable). (2) The antibody is ['QVRLLQYGGGVKRPGASMTISCVASGYNFNDYYIHWVRQAPGQGLELMGWIDPSGGRTDYAGAFGDRVSMYRDKSMNTLYMDLRSLRSGDTAMYYCVRNVGTAGSLLHYDHWGLGVMVTVSS', 'EIVLTQSPATLSVSPGERVTLSCRASQSVRNNLAWYRQKRGQAPRLLIYGASTRATGIPARFSGSGSGTEFTLTISSMQSEDFAVYYCQQYNNWWTFGQGTKVEIK']. Result: 0 (not developable).